Dataset: Full USPTO retrosynthesis dataset with 1.9M reactions from patents (1976-2016). Task: Predict the reactants needed to synthesize the given product. (1) The reactants are: [CH2:1]([O:5][CH2:6][CH2:7][O:8][C:9]1[CH:14]=[CH:13][C:12]([C:15]2[CH:16]=[CH:17][C:18]3[N:24]([CH2:25][CH:26]([CH3:28])[CH3:27])[CH2:23][CH2:22][C:21]([C:29]([NH:31][C:32]4[CH:37]=[CH:36][C:35]([CH2:38][S:39][C:40]5[S:41][CH:42]=[N:43][N:44]=5)=[CH:34][CH:33]=4)=[O:30])=[CH:20][C:19]=3[CH:45]=2)=[CH:11][CH:10]=1)[CH2:2][CH2:3][CH3:4].ClC1C=CC=C(C(OO)=[O:54])C=1.S([O-])([O-])(=O)=S.[Na+].[Na+]. Given the product [CH2:1]([O:5][CH2:6][CH2:7][O:8][C:9]1[CH:14]=[CH:13][C:12]([C:15]2[CH:16]=[CH:17][C:18]3[N:24]([CH2:25][CH:26]([CH3:27])[CH3:28])[CH2:23][CH2:22][C:21]([C:29]([NH:31][C:32]4[CH:33]=[CH:34][C:35]([CH2:38][S:39]([C:40]5[S:41][CH:42]=[N:43][N:44]=5)=[O:54])=[CH:36][CH:37]=4)=[O:30])=[CH:20][C:19]=3[CH:45]=2)=[CH:11][CH:10]=1)[CH2:2][CH2:3][CH3:4], predict the reactants needed to synthesize it. (2) Given the product [Cl:15][C:13]1[C:14]2[N:9]([C:8]([CH2:16][CH2:17][O:18][CH2:19][CH3:20])=[CH:7][C:6]=2[C:4]([OH:5])=[O:3])[CH:10]=[CH:11][CH:12]=1, predict the reactants needed to synthesize it. The reactants are: C([O:3][C:4]([C:6]1[CH:7]=[C:8]([CH2:16][CH2:17][O:18][CH2:19][CH3:20])[N:9]2[C:14]=1[C:13]([Cl:15])=[CH:12][CH:11]=[CH:10]2)=[O:5])C.[OH-].[Na+]. (3) Given the product [Cl:1][C:2]1[CH:3]=[CH:4][C:5]([C:8]2[N:12]([C:13]3[CH:18]=[CH:17][C:16]([Cl:19])=[CH:15][C:14]=3[Cl:20])[N:11]=[C:10]([C:21]3[NH:31][C:29](=[O:30])[C:28]([CH3:33])([CH3:32])[N:27]=3)[C:9]=2[CH2:24][CH3:25])=[CH:6][CH:7]=1, predict the reactants needed to synthesize it. The reactants are: [Cl:1][C:2]1[CH:7]=[CH:6][C:5]([C:8]2[N:12]([C:13]3[CH:18]=[CH:17][C:16]([Cl:19])=[CH:15][C:14]=3[Cl:20])[N:11]=[C:10]([C:21](O)=O)[C:9]=2[CH2:24][CH3:25])=[CH:4][CH:3]=1.Cl.[NH2:27][C:28]([CH3:33])([CH3:32])[C:29]([NH2:31])=[O:30]. (4) Given the product [C:37]([C:7]1[CH:6]=[C:5]([NH:8][C:9](=[O:35])[NH:10][C:11]2[CH:16]=[CH:15][C:14]([C:17]3[CH:18]=[C:19]4[C:23](=[CH:24][CH:25]=3)[C:22](=[O:26])[N:21]([C@@H:27]([CH:32]([CH3:33])[CH3:34])[C:28]([O:30][CH3:31])=[O:29])[CH2:20]4)=[CH:13][CH:12]=2)[CH:4]=[CH:3][CH:2]=1)#[N:36], predict the reactants needed to synthesize it. The reactants are: F[C:2]1[CH:7]=[CH:6][C:5]([NH:8][C:9](=[O:35])[NH:10][C:11]2[CH:16]=[CH:15][C:14]([C:17]3[CH:18]=[C:19]4[C:23](=[CH:24][CH:25]=3)[C:22](=[O:26])[N:21]([C@@H:27]([CH:32]([CH3:34])[CH3:33])[C:28]([O:30][CH3:31])=[O:29])[CH2:20]4)=[CH:13][CH:12]=2)=[CH:4][CH:3]=1.[NH2:36][C:37]1C=CC(C2C=C3C(=CC=2)C(=O)N([C@@H](C(C)C)C(OC)=O)C3)=CC=1.C(C1C=C(N=C=O)C=CC=1)#N. (5) Given the product [NH2:21][C@H:18]([C:12]1[N:11]([N:39]2[CH2:44][CH2:43][N:42]([CH2:45][C:46]3[CH:51]=[CH:50][C:49]([C:52]([F:54])([F:53])[F:55])=[CH:48][CH:47]=3)[CH2:41][CH2:40]2)[C:10](=[O:56])[C:9]2[C:14](=[CH:15][CH:16]=[CH:17][C:8]=2[Cl:7])[N:13]=1)[CH2:19][CH3:20], predict the reactants needed to synthesize it. The reactants are: N1CCCCC1.[Cl:7][C:8]1[CH:17]=[CH:16][CH:15]=[C:14]2[C:9]=1[C:10](=[O:56])[N:11]([N:39]1[CH2:44][CH2:43][N:42]([CH2:45][C:46]3[CH:51]=[CH:50][C:49]([C:52]([F:55])([F:54])[F:53])=[CH:48][CH:47]=3)[CH2:41][CH2:40]1)[C:12]([C@@H:18]([NH:21]C(=O)OCC1C3C=CC=CC=3C3C1=CC=CC=3)[CH2:19][CH3:20])=[N:13]2.CCOC(C)=O. (6) Given the product [ClH:1].[C:28]([CH2:27][N:26]1[C:22](/[CH:21]=[C:16]2\[CH2:15][N:14]([CH:6]([C:7]3[CH:12]=[CH:11][CH:10]=[CH:9][C:8]=3[F:13])[C:5]([CH:2]3[CH2:3][CH2:4]3)=[O:33])[CH2:19][CH2:18][CH:17]\2[SH:20])=[CH:23][CH:24]=[N:25]1)([OH:30])=[O:29], predict the reactants needed to synthesize it. The reactants are: [ClH:1].[CH:2]1([C:5](=[O:33])[CH:6]([N:14]2[CH2:19][CH2:18][CH:17]([SH:20])/[C:16](=[CH:21]/[C:22]3[N:26]([CH2:27][C:28]([O:30]CC)=[O:29])[N:25]=[CH:24][CH:23]=3)/[CH2:15]2)[C:7]2[CH:12]=[CH:11][CH:10]=[CH:9][C:8]=2[F:13])[CH2:4][CH2:3]1. (7) The reactants are: Br[C:2]1[N:3]=[C:4]2[C:10]([C:11]([NH:13][C:14]([CH3:17])([CH3:16])[CH3:15])=[O:12])=[CH:9][N:8]([CH2:18][O:19][CH2:20][CH2:21][Si:22]([CH3:25])([CH3:24])[CH3:23])[C:5]2=[N:6][CH:7]=1.[I-].[Na+].CN[C@@H]1CCCC[C@H]1NC.[CH3:38][O:39][C:40]1[CH:41]=[C:42]2[C:46](=[CH:47][CH:48]=1)[NH:45][N:44]=[CH:43]2.[O-]P([O-])([O-])=O.[K+].[K+].[K+]. Given the product [C:14]([NH:13][C:11]([C:10]1[C:4]2[C:5](=[N:6][CH:7]=[C:2]([N:45]3[C:46]4[C:42](=[CH:41][C:40]([O:39][CH3:38])=[CH:48][CH:47]=4)[CH:43]=[N:44]3)[N:3]=2)[N:8]([CH2:18][O:19][CH2:20][CH2:21][Si:22]([CH3:25])([CH3:24])[CH3:23])[CH:9]=1)=[O:12])([CH3:17])([CH3:16])[CH3:15], predict the reactants needed to synthesize it. (8) Given the product [NH2:15][C:9]1[CH:10]=[CH:11][C:12]([Cl:14])=[CH:13][C:8]=1[C:6]([C:5]1[CH:23]=[CH:24][C:2]([Br:1])=[CH:3][CH:4]=1)=[O:7], predict the reactants needed to synthesize it. The reactants are: [Br:1][C:2]1[CH:24]=[CH:23][C:5]([C:6]([C:8]2[CH:13]=[C:12]([Cl:14])[CH:11]=[CH:10][C:9]=2[NH:15]C(=O)OC(C)(C)C)=[O:7])=[CH:4][CH:3]=1.Cl.CO. (9) Given the product [Br:19][C:10]1[C:5]2[C:4]([C:14]([O:16][CH2:17][CH3:18])=[O:15])=[CH:3][C:2]([Br:1])=[N:7][C:6]=2[N:8]([CH:11]([CH3:13])[CH3:12])[N:9]=1, predict the reactants needed to synthesize it. The reactants are: [Br:1][C:2]1[CH:3]=[C:4]([C:14]([O:16][CH2:17][CH3:18])=[O:15])[C:5]2[CH:10]=[N:9][N:8]([CH:11]([CH3:13])[CH3:12])[C:6]=2[N:7]=1.[Br:19]Br. (10) The reactants are: [CH3:1][O:2][C:3]([C:5]1[NH:6][CH:7]=[CH:8][CH:9]=1)=[O:4].ClS([N:14]=[C:15]=O)(=O)=O.CN(C)C=O. Given the product [CH3:1][O:2][C:3]([C:5]1[NH:6][CH:7]=[C:8]([C:15]#[N:14])[CH:9]=1)=[O:4], predict the reactants needed to synthesize it.